Dataset: Forward reaction prediction with 1.9M reactions from USPTO patents (1976-2016). Task: Predict the product of the given reaction. (1) Given the reactants [CH2:1]([O:5][C:6]1[CH:15]=[CH:14][C:13]([CH3:16])=[CH:12][C:7]=1[C:8]([O:10]C)=[O:9])[CH2:2][CH:3]=[CH2:4].CO.O.[OH-].[Li+], predict the reaction product. The product is: [CH2:1]([O:5][C:6]1[CH:15]=[CH:14][C:13]([CH3:16])=[CH:12][C:7]=1[C:8]([OH:10])=[O:9])[CH2:2][CH:3]=[CH2:4]. (2) The product is: [C:1]([O:5][C:6]([NH:8][CH2:9][C@H:10]1[CH2:15][CH2:14][C@H:13]([C:16]([NH:18][C@H:19]([C:20](=[O:21])[NH:53][C:54]2[CH:55]=[CH:56][C:57]([C:60]3[NH:64][N:63]=[C:62]([C:65]([F:74])([F:73])[C:66]([F:72])([F:71])[C:67]([NH:69][CH3:70])=[O:68])[N:61]=3)=[CH:58][CH:59]=2)[CH2:23][C:24]2[CH:29]=[CH:28][C:27]([C:30]3[CH:35]=[CH:34][C:33]([C:36]([NH:37][CH:38]4[CH2:43][CH2:42][N:41]([C:44]([O:46][C:47]([CH3:49])([CH3:50])[CH3:48])=[O:45])[CH2:40][CH2:39]4)=[O:51])=[CH:32][C:31]=3[CH3:52])=[CH:26][CH:25]=2)=[O:17])[CH2:12][CH2:11]1)=[O:7])([CH3:2])([CH3:3])[CH3:4]. Given the reactants [C:1]([O:5][C:6]([NH:8][CH2:9][C@H:10]1[CH2:15][CH2:14][C@H:13]([C:16]([NH:18][C@@H:19]([CH2:23][C:24]2[CH:29]=[CH:28][C:27]([C:30]3[CH:35]=[CH:34][C:33]([C:36](=[O:51])[NH:37][CH:38]4[CH2:43][CH2:42][N:41]([C:44]([O:46][C:47]([CH3:50])([CH3:49])[CH3:48])=[O:45])[CH2:40][CH2:39]4)=[CH:32][C:31]=3[CH3:52])=[CH:26][CH:25]=2)[C:20](O)=[O:21])=[O:17])[CH2:12][CH2:11]1)=[O:7])([CH3:4])([CH3:3])[CH3:2].[NH2:53][C:54]1[CH:59]=[CH:58][C:57]([C:60]2[NH:64][N:63]=[C:62]([C:65]([F:74])([F:73])[C:66]([F:72])([F:71])[C:67]([NH:69][CH3:70])=[O:68])[N:61]=2)=[CH:56][CH:55]=1.C(P1(=O)OP(=O)(CCC)OP(=O)(CCC)O1)CC, predict the reaction product. (3) Given the reactants C([Li])CCC.[CH2:6]([O:9][CH2:10][CH:11]1[CH2:20][CH2:19][C:14]2([O:18][CH2:17][CH2:16][O:15]2)[CH2:13][CH2:12]1)[C:7]#[CH:8].Cl[Si:22]([CH2:27][CH3:28])([CH2:25][CH3:26])[CH2:23][CH3:24].[Cl-].[NH4+], predict the reaction product. The product is: [O:18]1[C:14]2([CH2:19][CH2:20][CH:11]([CH2:10][O:9][CH2:6][C:7]#[C:8][Si:22]([CH2:27][CH3:28])([CH2:25][CH3:26])[CH2:23][CH3:24])[CH2:12][CH2:13]2)[O:15][CH2:16][CH2:17]1. (4) Given the reactants Br[C:2]1[CH:28]=[CH:27][C:5]2[C:6]3[N:7]=[C:8]([C:14]4[N:15]([C:19]5[CH:24]=[CH:23][C:22]([F:25])=[CH:21][C:20]=5[F:26])[N:16]=[CH:17][N:18]=4)[S:9][C:10]=3[CH2:11][CH2:12][O:13][C:4]=2[CH:3]=1.C([O-])(=O)C.[K+].C(#N)C.O.O1CCCCC1[O:44][CH2:45][CH2:46][N:47]1[CH:51]=[C:50](B2OC(C)(C)C(C)(C)O2)[CH:49]=[N:48]1.Cl, predict the reaction product. The product is: [F:26][C:20]1[CH:21]=[C:22]([F:25])[CH:23]=[CH:24][C:19]=1[N:15]1[C:14]([C:8]2[S:9][C:10]3[CH2:11][CH2:12][O:13][C:4]4[CH:3]=[C:2]([C:50]5[CH:49]=[N:48][N:47]([CH2:46][CH2:45][OH:44])[CH:51]=5)[CH:28]=[CH:27][C:5]=4[C:6]=3[N:7]=2)=[N:18][CH:17]=[N:16]1.